This data is from Forward reaction prediction with 1.9M reactions from USPTO patents (1976-2016). The task is: Predict the product of the given reaction. (1) Given the reactants [C:1]1([S:7]([N:10]2[CH2:15][CH2:14][O:13][C:12]3[N:16]=[CH:17][C:18]([C:20]([O:22]C)=[O:21])=[CH:19][C:11]2=3)(=[O:9])=[O:8])[CH:6]=[CH:5][CH:4]=[CH:3][CH:2]=1.CO.O.[OH-].[Li+], predict the reaction product. The product is: [C:1]1([S:7]([N:10]2[CH2:15][CH2:14][O:13][C:12]3[N:16]=[CH:17][C:18]([C:20]([OH:22])=[O:21])=[CH:19][C:11]2=3)(=[O:8])=[O:9])[CH:2]=[CH:3][CH:4]=[CH:5][CH:6]=1. (2) Given the reactants [Si]([O:8][C@H:9]([CH3:37])[C@H:10]([C:22]1[O:26][C:25]([C:27]2[CH:32]=[CH:31][C:30]([NH:33][C:34](=[O:36])[CH3:35])=[CH:29][CH:28]=2)=[N:24][N:23]=1)[NH:11][C:12]1[CH:17]=[CH:16][C:15]([C:18]#[N:19])=[C:14]([Cl:20])[C:13]=1[CH3:21])(C(C)(C)C)(C)C.CCCC[N+](CCCC)(CCCC)CCCC.[F-], predict the reaction product. The product is: [Cl:20][C:14]1[C:13]([CH3:21])=[C:12]([NH:11][C@@H:10]([C:22]2[O:26][C:25]([C:27]3[CH:28]=[CH:29][C:30]([NH:33][C:34](=[O:36])[CH3:35])=[CH:31][CH:32]=3)=[N:24][N:23]=2)[C@H:9]([OH:8])[CH3:37])[CH:17]=[CH:16][C:15]=1[C:18]#[N:19]. (3) Given the reactants [C:1]1([CH:7]2[CH2:16][CH2:15][C:14]3[CH:13]=[C:12]([OH:17])[CH:11]=[CH:10][C:9]=3[CH2:8]2)[CH:6]=[CH:5][CH:4]=[CH:3][CH:2]=1.Cl[C:19]1[CH:24]=[CH:23][C:22]([N+:25]([O-:27])=[O:26])=[CH:21][N:20]=1.[F-].[K+].Cl, predict the reaction product. The product is: [N+:25]([C:22]1[CH:23]=[CH:24][C:19]([O:17][C:12]2[CH:11]=[CH:10][C:9]3[CH2:8][CH:7]([C:1]4[CH:6]=[CH:5][CH:4]=[CH:3][CH:2]=4)[CH2:16][CH2:15][C:14]=3[CH:13]=2)=[N:20][CH:21]=1)([O-:27])=[O:26]. (4) Given the reactants C[O:2][C:3](=O)[CH2:4][C:5]([C:7]1[CH:12]=[CH:11][C:10]([F:13])=[CH:9][CH:8]=1)=O.[NH2:15][NH2:16], predict the reaction product. The product is: [F:13][C:10]1[CH:11]=[CH:12][C:7]([C:5]2[NH:16][N:15]=[C:3]([OH:2])[CH:4]=2)=[CH:8][CH:9]=1. (5) Given the reactants [CH3:1][C:2]1[CH:3]=[C:4]([CH:8]=[CH:9][C:10]=1[N+:11]([O-:13])=[O:12])[CH2:5][NH:6][NH2:7].[F:14][C:15]([F:28])([C:24]([F:27])([F:26])[F:25])[C:16]([CH2:18][C:19](OCC)=[O:20])=O, predict the reaction product. The product is: [CH3:1][C:2]1[CH:3]=[C:4]([CH:8]=[CH:9][C:10]=1[N+:11]([O-:13])=[O:12])[CH2:5][N:6]1[C:19]([OH:20])=[CH:18][C:16]([C:15]([F:14])([F:28])[C:24]([F:25])([F:26])[F:27])=[N:7]1.